This data is from Forward reaction prediction with 1.9M reactions from USPTO patents (1976-2016). The task is: Predict the product of the given reaction. (1) Given the reactants [Cl:1][C:2]1[N:10]=[C:9]2[C:5]([NH:6][C:7](=[O:12])[N:8]2[CH3:11])=[CH:4][N:3]=1.N12CCN(CC1)CC2.[N:21]1([C:26](Cl)=[O:27])[CH2:25][CH2:24][CH2:23][CH2:22]1.O, predict the reaction product. The product is: [Cl:1][C:2]1[N:10]=[C:9]2[C:5]([N:6]([C:26]([N:21]3[CH2:25][CH2:24][CH2:23][CH2:22]3)=[O:27])[C:7](=[O:12])[N:8]2[CH3:11])=[CH:4][N:3]=1. (2) Given the reactants F[C:2]1[CH:12]=[C:11]([F:13])[CH:10]=[CH:9][C:3]=1[C:4]([O:6][CH2:7][CH3:8])=[O:5].[O-]P([O-])([O-])=O.[K+].[K+].[K+].[OH:22][C:23]1[CH:24]=[C:25]2[C:29](=[CH:30][CH:31]=1)[NH:28][CH:27]=[CH:26]2.CCOCC, predict the reaction product. The product is: [NH:28]1[C:29]2[C:25](=[CH:24][C:23]([O:22][C:2]3[CH:12]=[C:11]([F:13])[CH:10]=[CH:9][C:3]=3[C:4]([O:6][CH2:7][CH3:8])=[O:5])=[CH:31][CH:30]=2)[CH:26]=[CH:27]1. (3) The product is: [CH3:14][N:7]([C:8]1[CH:9]=[N:10][CH:11]=[CH:12][CH:13]=1)[C:5]([C:4]1[CH:3]=[N:27][N:26]([C:21]2[C:20]([CH3:19])=[CH:25][CH:24]=[CH:23][N:22]=2)[C:15]=1[CH3:16])=[O:6]. Given the reactants CN(C)[CH:3]=[C:4]([C:15](=O)[CH3:16])[C:5]([N:7]([CH3:14])[C:8]1[CH:9]=[N:10][CH:11]=[CH:12][CH:13]=1)=[O:6].[CH3:19][C:20]1[C:21]([NH:26][NH2:27])=[N:22][CH:23]=[CH:24][CH:25]=1, predict the reaction product.